Dataset: Reaction yield outcomes from USPTO patents with 853,638 reactions. Task: Predict the reaction yield, written as a fraction of the theoretical maximum amount of product (1.0 means a 100% yield; for example, 0.34 means a 34% yield). (1) The reactants are [CH:1]([C:4]1[CH:10]=[CH:9][C:7]([NH2:8])=[CH:6][CH:5]=1)([CH3:3])[CH3:2].[N+:11]([O-:14])([O-])=[O:12].[K+].[F:16][C:17]([F:28])([F:27])[C:18](O[C:18](=[O:19])[C:17]([F:28])([F:27])[F:16])=[O:19]. No catalyst specified. The product is [F:16][C:17]([F:28])([F:27])[C:18]([NH:8][C:7]1[CH:9]=[CH:10][C:4]([CH:1]([CH3:3])[CH3:2])=[CH:5][C:6]=1[N+:11]([O-:14])=[O:12])=[O:19]. The yield is 0.620. (2) The reactants are [Cl:1][C:2]1[C:10]2[CH:9]([CH2:11][C:12]([O:14]CC)=[O:13])[O:8][B:7]([OH:17])[C:6]=2[CH:5]=[C:4]([OH:18])[CH:3]=1.[OH-].[Li+].Cl. The catalyst is C1COCC1.O. The product is [Cl:1][C:2]1[C:10]2[CH:9]([CH2:11][C:12]([OH:14])=[O:13])[O:8][B:7]([OH:17])[C:6]=2[CH:5]=[C:4]([OH:18])[CH:3]=1. The yield is 0.690. (3) The reactants are [NH:1]1[CH2:5][CH2:4][NH:3][C:2]1=[O:6].[Li+].C[Si]([N-][Si](C)(C)C)(C)C.Br[CH2:18][C:19]#[N:20]. The catalyst is CN(C=O)C. The product is [O:6]=[C:2]1[NH:3][CH2:4][CH2:5][N:1]1[CH2:18][C:19]#[N:20]. The yield is 0.0600. (4) The reactants are [Br:1][C:2]1[CH:3]=[C:4]2[NH:10][CH:9]=[CH:8][C:5]2=[N:6][CH:7]=1.[H-].[Na+].[C:13]1([CH3:23])[CH:18]=[CH:17][C:16]([S:19](Cl)(=[O:21])=[O:20])=[CH:15][CH:14]=1. The catalyst is CN(C=O)C.C(Cl)Cl. The product is [Br:1][C:2]1[CH:3]=[C:4]2[N:10]([S:19]([C:16]3[CH:17]=[CH:18][C:13]([CH3:23])=[CH:14][CH:15]=3)(=[O:21])=[O:20])[CH:9]=[CH:8][C:5]2=[N:6][CH:7]=1. The yield is 0.960.